Dataset: Peptide-MHC class II binding affinity with 134,281 pairs from IEDB. Task: Regression. Given a peptide amino acid sequence and an MHC pseudo amino acid sequence, predict their binding affinity value. This is MHC class II binding data. (1) The peptide sequence is KVFIDTIPNIMFFST. The MHC is DRB4_0101 with pseudo-sequence DRB4_0103. The binding affinity (normalized) is 0.538. (2) The peptide sequence is AGLLRLLFHDCFANG. The MHC is DRB1_0401 with pseudo-sequence DRB1_0401. The binding affinity (normalized) is 0.347. (3) The peptide sequence is RRCKNIPQPVRALLE. The MHC is DRB1_1501 with pseudo-sequence DRB1_1501. The binding affinity (normalized) is 0.255. (4) The peptide sequence is AMSKVRKDISEWQPS. The MHC is HLA-DQA10201-DQB10301 with pseudo-sequence HLA-DQA10201-DQB10301. The binding affinity (normalized) is 0.278.